From a dataset of NCI-60 drug combinations with 297,098 pairs across 59 cell lines. Regression. Given two drug SMILES strings and cell line genomic features, predict the synergy score measuring deviation from expected non-interaction effect. (1) Drug 1: CS(=O)(=O)C1=CC(=C(C=C1)C(=O)NC2=CC(=C(C=C2)Cl)C3=CC=CC=N3)Cl. Drug 2: C1CC(C1)(C(=O)O)C(=O)O.[NH2-].[NH2-].[Pt+2]. Cell line: MOLT-4. Synergy scores: CSS=54.8, Synergy_ZIP=-6.06, Synergy_Bliss=-7.77, Synergy_Loewe=-21.0, Synergy_HSA=-6.85. (2) Drug 1: CC1C(C(CC(O1)OC2CC(CC3=C2C(=C4C(=C3O)C(=O)C5=C(C4=O)C(=CC=C5)OC)O)(C(=O)C)O)N)O.Cl. Drug 2: C1CCC(C(C1)N)N.C(=O)(C(=O)[O-])[O-].[Pt+4]. Cell line: CAKI-1. Synergy scores: CSS=34.6, Synergy_ZIP=-12.4, Synergy_Bliss=-7.56, Synergy_Loewe=-26.4, Synergy_HSA=-1.62. (3) Synergy scores: CSS=4.50, Synergy_ZIP=1.90, Synergy_Bliss=5.69, Synergy_Loewe=2.80, Synergy_HSA=2.55. Cell line: DU-145. Drug 2: CC12CCC3C(C1CCC2O)C(CC4=C3C=CC(=C4)O)CCCCCCCCCS(=O)CCCC(C(F)(F)F)(F)F. Drug 1: C1=NC2=C(N=C(N=C2N1C3C(C(C(O3)CO)O)F)Cl)N. (4) Drug 1: CC1C(C(CC(O1)OC2CC(CC3=C2C(=C4C(=C3O)C(=O)C5=C(C4=O)C(=CC=C5)OC)O)(C(=O)C)O)N)O.Cl. Drug 2: CC1C(C(CC(O1)OC2CC(OC(C2O)C)OC3=CC4=CC5=C(C(=O)C(C(C5)C(C(=O)C(C(C)O)O)OC)OC6CC(C(C(O6)C)O)OC7CC(C(C(O7)C)O)OC8CC(C(C(O8)C)O)(C)O)C(=C4C(=C3C)O)O)O)O. Cell line: NCI-H322M. Synergy scores: CSS=1.47, Synergy_ZIP=-0.158, Synergy_Bliss=-0.258, Synergy_Loewe=-2.98, Synergy_HSA=-1.12.